From a dataset of NCI-60 drug combinations with 297,098 pairs across 59 cell lines. Regression. Given two drug SMILES strings and cell line genomic features, predict the synergy score measuring deviation from expected non-interaction effect. (1) Drug 2: CCN(CC)CCNC(=O)C1=C(NC(=C1C)C=C2C3=C(C=CC(=C3)F)NC2=O)C. Synergy scores: CSS=16.7, Synergy_ZIP=-3.90, Synergy_Bliss=2.37, Synergy_Loewe=-0.250, Synergy_HSA=-0.814. Cell line: SNB-19. Drug 1: C1CN1P(=S)(N2CC2)N3CC3. (2) Drug 1: C1C(C(OC1N2C=NC3=C2NC=NCC3O)CO)O. Drug 2: CC1C(C(CC(O1)OC2CC(CC3=C2C(=C4C(=C3O)C(=O)C5=C(C4=O)C(=CC=C5)OC)O)(C(=O)CO)O)N)O.Cl. Cell line: SF-295. Synergy scores: CSS=36.1, Synergy_ZIP=-0.404, Synergy_Bliss=-2.14, Synergy_Loewe=-21.0, Synergy_HSA=-1.03. (3) Drug 1: CC(C)(C#N)C1=CC(=CC(=C1)CN2C=NC=N2)C(C)(C)C#N. Drug 2: CC1C(C(CC(O1)OC2CC(CC3=C2C(=C4C(=C3O)C(=O)C5=C(C4=O)C(=CC=C5)OC)O)(C(=O)CO)O)N)O.Cl. Cell line: SK-OV-3. Synergy scores: CSS=32.4, Synergy_ZIP=1.28, Synergy_Bliss=1.15, Synergy_Loewe=2.40, Synergy_HSA=2.44. (4) Drug 1: C1=CN(C=N1)CC(O)(P(=O)(O)O)P(=O)(O)O. Drug 2: CC(C)(C#N)C1=CC(=CC(=C1)CN2C=NC=N2)C(C)(C)C#N. Cell line: MDA-MB-231. Synergy scores: CSS=-0.265, Synergy_ZIP=0.717, Synergy_Bliss=1.74, Synergy_Loewe=-2.74, Synergy_HSA=-2.57. (5) Drug 1: C1=CC(=C2C(=C1NCCNCCO)C(=O)C3=C(C=CC(=C3C2=O)O)O)NCCNCCO. Drug 2: C1=CC(=CC=C1C#N)C(C2=CC=C(C=C2)C#N)N3C=NC=N3. Cell line: SK-OV-3. Synergy scores: CSS=35.4, Synergy_ZIP=-5.06, Synergy_Bliss=-5.66, Synergy_Loewe=-43.0, Synergy_HSA=-5.44. (6) Drug 1: CS(=O)(=O)C1=CC(=C(C=C1)C(=O)NC2=CC(=C(C=C2)Cl)C3=CC=CC=N3)Cl. Drug 2: C1=NC2=C(N=C(N=C2N1C3C(C(C(O3)CO)O)O)F)N. Cell line: LOX IMVI. Synergy scores: CSS=46.8, Synergy_ZIP=27.0, Synergy_Bliss=29.5, Synergy_Loewe=27.0, Synergy_HSA=26.7. (7) Drug 1: CC1=CC2C(CCC3(C2CCC3(C(=O)C)OC(=O)C)C)C4(C1=CC(=O)CC4)C. Drug 2: C1=NC2=C(N=C(N=C2N1C3C(C(C(O3)CO)O)O)F)N. Cell line: UACC62. Synergy scores: CSS=0.416, Synergy_ZIP=-0.339, Synergy_Bliss=-0.181, Synergy_Loewe=-0.429, Synergy_HSA=-0.469.